Dataset: Forward reaction prediction with 1.9M reactions from USPTO patents (1976-2016). Task: Predict the product of the given reaction. (1) The product is: [CH2:31]([O:30][C@@H:4]([CH2:5][C:6]1[CH:11]=[CH:10][C:9]([O:12][CH2:13][C:14]2[N:15]=[C:16]([C:19]3[CH:20]=[CH:21][C:22]([C:25]([F:26])([F:27])[F:28])=[CH:23][CH:24]=3)[S:17][CH:18]=2)=[CH:8][C:7]=1[CH3:29])[C:3]([OH:33])=[O:2])[CH3:32]. Given the reactants C[O:2][C:3](=[O:33])[C@@H:4]([O:30][CH2:31][CH3:32])[CH2:5][C:6]1[CH:11]=[CH:10][C:9]([O:12][CH2:13][C:14]2[N:15]=[C:16]([C:19]3[CH:24]=[CH:23][C:22]([C:25]([F:28])([F:27])[F:26])=[CH:21][CH:20]=3)[S:17][CH:18]=2)=[CH:8][C:7]=1[CH3:29].[Li+].[OH-], predict the reaction product. (2) Given the reactants C([N:8]1[CH2:13][CH2:12][N:11]([C:14]2[CH:19]=[CH:18][C:17]([F:20])=[CH:16][CH:15]=2)[CH2:10][C:9]1([CH3:22])[CH3:21])C1C=CC=CC=1, predict the reaction product. The product is: [F:20][C:17]1[CH:16]=[CH:15][C:14]([N:11]2[CH2:12][CH2:13][NH:8][C:9]([CH3:22])([CH3:21])[CH2:10]2)=[CH:19][CH:18]=1. (3) Given the reactants Cl[C:2]1[C:11]([CH:12]=[O:13])=[CH:10][C:9]2[C:4](=[C:5]([CH3:14])[CH:6]=[CH:7][CH:8]=2)[N:3]=1.[C:15]1([CH3:24])[CH:20]=[CH:19][CH:18]=[CH:17][C:16]=1B(O)O.C(=O)([O-])[O-].[Na+].[Na+], predict the reaction product. The product is: [CH3:14][C:5]1[CH:6]=[CH:7][CH:8]=[C:9]2[C:4]=1[N:3]=[C:2]([C:16]1[CH:17]=[CH:18][CH:19]=[CH:20][C:15]=1[CH3:24])[C:11]([CH:12]=[O:13])=[CH:10]2. (4) The product is: [CH:41]([O:44][CH2:45][CH2:46][NH:47][S:29]([NH:32][C:33](=[O:34])[O:15][CH2:14][CH2:13][CH2:12][C:9]1[CH:10]=[CH:11][C:6]([O:5][CH2:1][CH2:2][CH2:3][CH3:4])=[CH:7][C:8]=1[O:16][C:17]1[C:22]([Cl:23])=[CH:21][C:20]([C:24]([F:27])([F:26])[F:25])=[CH:19][N:18]=1)(=[O:31])=[O:30])([CH3:43])[CH3:42]. Given the reactants [CH2:1]([O:5][C:6]1[CH:11]=[CH:10][C:9]([CH2:12][CH2:13][CH2:14][OH:15])=[C:8]([O:16][C:17]2[C:22]([Cl:23])=[CH:21][C:20]([C:24]([F:27])([F:26])[F:25])=[CH:19][N:18]=2)[CH:7]=1)[CH2:2][CH2:3][CH3:4].Cl[S:29]([N:32]=[C:33]=[O:34])(=[O:31])=[O:30].N1C=CC=CC=1.[CH:41]([O:44][CH2:45][CH2:46][NH2:47])([CH3:43])[CH3:42], predict the reaction product.